From a dataset of Reaction yield outcomes from USPTO patents with 853,638 reactions. Predict the reaction yield, written as a fraction of the theoretical maximum amount of product (1.0 means a 100% yield; for example, 0.34 means a 34% yield). (1) The reactants are [F:1][C:2]([F:27])([F:26])[C:3]([N:5]1[CH2:10][CH2:9][CH2:8][C@@H:7]2[C:11]3[CH:12]=[C:13](OS(C(F)(F)F)(=O)=O)[CH:14]=[CH:15][C:16]=3[CH2:17][C@H:6]12)=[O:4].[O:28]1[CH:32]=[CH:31][C:30](B(O)O)=[CH:29]1. No catalyst specified. The product is [F:1][C:2]([F:27])([F:26])[C:3]([N:5]1[CH2:10][CH2:9][CH2:8][C@@H:7]2[C:11]3[CH:12]=[C:13]([C:30]4[CH:31]=[CH:32][O:28][CH:29]=4)[CH:14]=[CH:15][C:16]=3[CH2:17][C@H:6]12)=[O:4]. The yield is 0.610. (2) The reactants are [H-].[Na+].[Cl:3][C:4]1[CH:5]=[CH:6][C:7]([CH3:14])=[C:8]([CH:10]=[CH:11][C:12]#[N:13])[CH:9]=1.C1(C)C=CC(S([CH2:24][N+:25]#[C-])(=O)=O)=CC=1.O.[CH2:29]1COCC1. No catalyst specified. The product is [Cl:3][C:4]1[CH:5]=[CH:6][C:7]([CH3:14])=[C:8]([C:10]2[C:11]([C:24]#[N:25])=[CH:12][NH:13][CH:29]=2)[CH:9]=1. The yield is 0.420. (3) The yield is 0.640. The product is [F:39][C:40]([F:44])([F:43])[CH2:28][O:30][C:31]([NH:1][C@H:2]1[CH2:6][CH2:5][N:4]([C:7]2[CH:19]=[CH:18][C:10]([C:11]([O:13][C:14]([CH3:16])([CH3:15])[CH3:17])=[O:12])=[CH:9][CH:8]=2)[CH2:3]1)=[O:37]. The reactants are [NH2:1][C@H:2]1[CH2:6][CH2:5][N:4]([C:7]2[CH:19]=[CH:18][C:10]([C:11]([O:13][C:14]([CH3:17])([CH3:16])[CH3:15])=[O:12])=[CH:9][CH:8]=2)[CH2:3]1.CCN(CC)CC.Cl[C:28](Cl)([O:30][C:31](=[O:37])OC(Cl)(Cl)Cl)Cl.[F:39][C:40]([F:44])([F:43])CO. The catalyst is ClCCl. (4) The reactants are [F:1][C:2]1[CH:25]=[C:24]([N+:26]([O-:28])=[O:27])[CH:23]=[CH:22][C:3]=1[O:4][C:5]1[CH:10]=[CH:9][N:8]=[C:7]2[CH:11]=[C:12]([C:14]3[CH:21]=[CH:20][C:17]([CH:18]=O)=[CH:16][N:15]=3)[S:13][C:6]=12.[CH3:29][N:30]1[CH2:35][CH2:34][NH:33][CH2:32][CH2:31]1.[BH-](OC(C)=O)(OC(C)=O)OC(C)=O.[Na+]. The catalyst is C(Cl)Cl. The product is [F:1][C:2]1[CH:25]=[C:24]([N+:26]([O-:28])=[O:27])[CH:23]=[CH:22][C:3]=1[O:4][C:5]1[CH:10]=[CH:9][N:8]=[C:7]2[CH:11]=[C:12]([C:14]3[CH:21]=[CH:20][C:17]([CH2:18][N:33]4[CH2:34][CH2:35][N:30]([CH3:29])[CH2:31][CH2:32]4)=[CH:16][N:15]=3)[S:13][C:6]=12. The yield is 0.520.